Dataset: Full USPTO retrosynthesis dataset with 1.9M reactions from patents (1976-2016). Task: Predict the reactants needed to synthesize the given product. (1) Given the product [C:47]1([NH:53][C:55]2[CH:63]=[CH:62][C:58]([C:59]([OH:61])=[O:60])=[CH:57][CH:56]=2)[CH:52]=[CH:51][CH:50]=[CH:49][CH:48]=1, predict the reactants needed to synthesize it. The reactants are: C1C=CC(P(C2C(C3C(P(C4C=CC=CC=4)C4C=CC=CC=4)=CC=C4C=3C=CC=C4)=C3C(C=CC=C3)=CC=2)C2C=CC=CC=2)=CC=1.[C:47]1([NH2:53])[CH:52]=[CH:51][CH:50]=[CH:49][CH:48]=1.Br[C:55]1[CH:63]=[CH:62][C:58]([C:59]([OH:61])=[O:60])=[CH:57][CH:56]=1.C([O-])([O-])=O.[Cs+].[Cs+]. (2) Given the product [OH:8][C:7]1[C:2]2[O:1][N:13]=[C:9]([CH3:10])[C:3]=2[CH:4]=[CH:5][CH:6]=1, predict the reactants needed to synthesize it. The reactants are: [OH:1][C:2]1[C:7]([OH:8])=[CH:6][CH:5]=[CH:4][C:3]=1[C:9](=O)[CH3:10].Cl.[NH2:13]O.C([O-])(=O)C.[Na+].C(OC(=O)C)(=O)C.